Task: Predict the reactants needed to synthesize the given product.. Dataset: Full USPTO retrosynthesis dataset with 1.9M reactions from patents (1976-2016) (1) Given the product [CH:1]12[CH2:7][CH:4]([CH:5]=[CH:6]1)[CH2:3][CH:2]2[NH:8][C:9](=[S:10])[NH:11][N:12]=[CH:14][CH2:13][C:16]1[S:17][CH:18]=[CH:19][N:20]=1, predict the reactants needed to synthesize it. The reactants are: [CH:1]12[CH2:7][CH:4]([CH:5]=[CH:6]1)[CH2:3][CH:2]2[NH:8][C:9]([NH:11][NH2:12])=[S:10].[C:13]([C:16]1[S:17][CH:18]=[CH:19][N:20]=1)(=O)[CH3:14]. (2) Given the product [Cl:1][C:2]1[CH:9]=[C:8]([O:10][CH3:11])[C:7]([OH:12])=[CH:6][C:3]=1[CH:4]=[O:5], predict the reactants needed to synthesize it. The reactants are: [Cl:1][C:2]1[CH:9]=[C:8]([O:10][CH3:11])[C:7]([O:12]C)=[CH:6][C:3]=1[CH:4]=[O:5].[OH-].[Na+].CCCCCC.CCOC(C)=O. (3) Given the product [CH2:6]([O:7][C:1]([C:3]1[CH:35]=[CH:34][C:6]([O:7][C:8]2[C:13]([NH:14][S:15]([C:18]3[CH:23]=[CH:22][C:21]([F:24])=[CH:20][CH:19]=3)(=[O:17])=[O:16])=[CH:12][CH:11]=[C:10]([O:25][C:26]3[CH:31]=[CH:30][C:29]([C:32]([O:25][CH2:10][CH3:11])=[NH:33])=[CH:28][CH:27]=3)[N:9]=2)=[CH:5][CH:4]=1)=[NH:2])[CH3:5], predict the reactants needed to synthesize it. The reactants are: [C:1]([C:3]1[CH:35]=[CH:34][C:6]([O:7][C:8]2[C:13]([NH:14][S:15]([C:18]3[CH:23]=[CH:22][C:21]([F:24])=[CH:20][CH:19]=3)(=[O:17])=[O:16])=[CH:12][CH:11]=[C:10]([O:25][C:26]3[CH:31]=[CH:30][C:29]([C:32]#[N:33])=[CH:28][CH:27]=3)[N:9]=2)=[CH:5][CH:4]=1)#[N:2].